From a dataset of Volume of distribution at steady state (VDss) regression data from Lombardo et al.. Regression/Classification. Given a drug SMILES string, predict its absorption, distribution, metabolism, or excretion properties. Task type varies by dataset: regression for continuous measurements (e.g., permeability, clearance, half-life) or binary classification for categorical outcomes (e.g., BBB penetration, CYP inhibition). For this dataset (vdss_lombardo), we predict log10(VDss) (log10 of volume of distribution in L/kg). (1) The compound is Cc1cccc(Cl)c1C(=O)NC(Cc1ccc(NC(=O)c2c(Cl)cncc2Cl)cc1)C(=O)[O-]. The log10(VDss) is -0.520. (2) The drug is Cc1c(-c2ccc(O)cc2)n(Cc2ccc(OCC[NH+]3CCCCCC3)cc2)c2ccc(O)cc12. The log10(VDss) is 1.19.